This data is from Reaction yield outcomes from USPTO patents with 853,638 reactions. The task is: Predict the reaction yield, written as a fraction of the theoretical maximum amount of product (1.0 means a 100% yield; for example, 0.34 means a 34% yield). (1) The product is [O:32]=[C:26]1[CH:25]([N:18]2[C:17](=[O:33])[C:16]3[C:20](=[CH:21][CH:22]=[CH:23][C:15]=3[CH2:14][NH:13][C:10]([NH:9][C:6]3[CH:5]=[CH:4][C:3]([O:2][CH3:1])=[CH:8][CH:7]=3)=[O:11])[C:19]2=[O:24])[CH2:30][CH2:29][C:28](=[O:31])[NH:27]1. The yield is 0.590. The reactants are [CH3:1][O:2][C:3]1[CH:8]=[CH:7][C:6]([N:9]=[C:10]=[O:11])=[CH:5][CH:4]=1.Cl.[NH2:13][CH2:14][C:15]1[CH:23]=[CH:22][CH:21]=[C:20]2[C:16]=1[C:17](=[O:33])[N:18]([CH:25]1[CH2:30][CH2:29][C:28](=[O:31])[NH:27][C:26]1=[O:32])[C:19]2=[O:24].C(N(CC)CC)C. The catalyst is C1COCC1. (2) The reactants are CS[C:3]1[NH:4][CH:5]=[CH:6][C:7](=[O:9])[N:8]=1.[Cl:10][C:11]1[CH:26]=[CH:25][C:14]([O:15][C:16]2[CH:21]=[CH:20][C:19]([CH2:22][CH2:23][NH2:24])=[CH:18][CH:17]=2)=[CH:13][C:12]=1[C:27]([F:30])([F:29])[F:28]. The catalyst is N1C=CC=CC=1. The product is [Cl:10][C:11]1[CH:26]=[CH:25][C:14]([O:15][C:16]2[CH:21]=[CH:20][C:19]([CH2:22][CH2:23][NH:24][C:3]3[NH:4][CH:5]=[CH:6][C:7](=[O:9])[N:8]=3)=[CH:18][CH:17]=2)=[CH:13][C:12]=1[C:27]([F:28])([F:29])[F:30]. The yield is 0.738.